The task is: Predict the product of the given reaction.. This data is from Forward reaction prediction with 1.9M reactions from USPTO patents (1976-2016). (1) Given the reactants C(=O)([O-])[O-].[K+].[K+].[F:7][C:8]1[CH:13]=[CH:12][C:11]([SH:14])=[CH:10][C:9]=1[CH3:15].Br[CH2:17][C:18]1[CH:23]=[CH:22][C:21]([C:24]([OH:33])([C:29]([F:32])([F:31])[F:30])[C:25]([F:28])([F:27])[F:26])=[CH:20][CH:19]=1, predict the reaction product. The product is: [F:26][C:25]([F:27])([F:28])[C:24]([C:21]1[CH:22]=[CH:23][C:18]([CH2:17][S:14][C:11]2[CH:12]=[CH:13][C:8]([F:7])=[C:9]([CH3:15])[CH:10]=2)=[CH:19][CH:20]=1)([OH:33])[C:29]([F:30])([F:32])[F:31]. (2) Given the reactants [CH2:1]([O:8][C:9](=[O:31])[C:10]([O:14][C:15]1[CH:20]=[CH:19][CH:18]=[C:17]([CH2:21][CH2:22][NH:23][CH2:24][CH2:25][CH2:26][CH2:27][CH2:28][CH2:29][CH3:30])[CH:16]=1)([CH3:13])[CH2:11][CH3:12])[C:2]1[CH:7]=[CH:6][CH:5]=[CH:4][CH:3]=1.[F:32][C:33]1[CH:38]=[C:37]([F:39])[CH:36]=[CH:35][C:34]=1[N:40]=[C:41]=[O:42].C(N(CC)C(C)C)(C)C, predict the reaction product. The product is: [CH2:1]([O:8][C:9](=[O:31])[C:10]([O:14][C:15]1[CH:20]=[CH:19][CH:18]=[C:17]([CH2:21][CH2:22][N:23]([CH2:24][CH2:25][CH2:26][CH2:27][CH2:28][CH2:29][CH3:30])[C:41]([NH:40][C:34]2[CH:35]=[CH:36][C:37]([F:39])=[CH:38][C:33]=2[F:32])=[O:42])[CH:16]=1)([CH3:13])[CH2:11][CH3:12])[C:2]1[CH:7]=[CH:6][CH:5]=[CH:4][CH:3]=1. (3) Given the reactants C([O:3][C:4](=O)[CH2:5][C:6]1[CH:11]=[CH:10][C:9]([O:12][C:13]2[CH:18]=[CH:17][CH:16]=[C:15]([N+:19]([O-])=O)[CH:14]=2)=[CH:8][C:7]=1[N+:22]([O-])=O)C, predict the reaction product. The product is: [NH2:19][C:15]1[CH:14]=[C:13]([CH:18]=[CH:17][CH:16]=1)[O:12][C:9]1[CH:8]=[C:7]2[C:6]([CH2:5][C:4](=[O:3])[NH:22]2)=[CH:11][CH:10]=1. (4) Given the reactants [NH:1]1[C:5]2=[N+:6]([O-])[CH:7]=[CH:8][CH:9]=[C:4]2[CH:3]=[N:2]1.O=P(Cl)(Cl)[Cl:13], predict the reaction product. The product is: [Cl:13][C:9]1[CH:8]=[CH:7][N:6]=[C:5]2[NH:1][N:2]=[CH:3][C:4]=12. (5) Given the reactants [Cl:1][C:2]1[CH:3]=[CH:4][C:5]([S:10]([CH2:13][CH3:14])(=[O:12])=[O:11])=[C:6]([NH:8][NH2:9])[CH:7]=1.[F:15][C:16]([F:26])([F:25])[C:17]1[C:21]([C:22](O)=[O:23])=[CH:20][NH:19][N:18]=1, predict the reaction product. The product is: [Cl:1][C:2]1[CH:3]=[CH:4][C:5]([S:10]([CH2:13][CH3:14])(=[O:12])=[O:11])=[C:6]([NH:8][NH:9][C:22]([C:21]2[C:17]([C:16]([F:26])([F:15])[F:25])=[N:18][NH:19][CH:20]=2)=[O:23])[CH:7]=1.